This data is from Full USPTO retrosynthesis dataset with 1.9M reactions from patents (1976-2016). The task is: Predict the reactants needed to synthesize the given product. (1) Given the product [C:1]([CH2:9][CH2:10][CH2:11][C:12]([O:14][CH3:15])=[O:13])(=[O:8])[C:2]1[CH:7]=[CH:6][CH:5]=[CH:4][CH:3]=1, predict the reactants needed to synthesize it. The reactants are: [C:1]([CH2:9][CH2:10][CH2:11][C:12]([OH:14])=[O:13])(=[O:8])[C:2]1[CH:7]=[CH:6][CH:5]=[CH:4][CH:3]=1.[CH3:15]O. (2) Given the product [F:13][C:14]([F:27])([C:23]([F:24])([F:25])[F:26])[CH2:15][CH2:16][C:17]([C:7]1[CH:12]=[CH:11][CH:10]=[CH:9][N:8]=1)=[O:18], predict the reactants needed to synthesize it. The reactants are: C([Mg]Cl)(C)C.Br[C:7]1[CH:12]=[CH:11][CH:10]=[CH:9][N:8]=1.[F:13][C:14]([F:27])([C:23]([F:26])([F:25])[F:24])[CH2:15][CH2:16][C:17](N(OC)C)=[O:18]. (3) Given the product [Br:1][C:2]1[CH:3]=[N:4][C:5]2[N:6]([N:8]=[C:9]([C:11]([N:20]3[CH2:19][CH2:18][N:17]4[C:21]([C:24]5[CH:25]=[N:26][CH:27]=[N:28][CH:29]=5)=[N:22][N:23]=[C:16]4[CH:15]3[CH3:14])=[O:13])[CH:10]=2)[CH:7]=1, predict the reactants needed to synthesize it. The reactants are: [Br:1][C:2]1[CH:3]=[N:4][C:5]2[N:6]([N:8]=[C:9]([C:11]([OH:13])=O)[CH:10]=2)[CH:7]=1.[CH3:14][CH:15]1[NH:20][CH2:19][CH2:18][N:17]2[C:21]([C:24]3[CH:25]=[N:26][CH:27]=[N:28][CH:29]=3)=[N:22][N:23]=[C:16]12.